Dataset: Forward reaction prediction with 1.9M reactions from USPTO patents (1976-2016). Task: Predict the product of the given reaction. (1) Given the reactants [CH3:1][O:2][C:3]1[CH:4]=[C:5]2[C:9](=[CH:10][CH:11]=1)[NH:8][N:7]=[CH:6]2.[C:12]([O-])(O)=O.[Na+], predict the reaction product. The product is: [CH3:1][O:2][C:3]1[CH:11]=[CH:10][C:9]2[C:5](=[CH:6][N:7]([CH3:12])[N:8]=2)[CH:4]=1. (2) Given the reactants [O:1]1[CH2:5][CH2:4][C@@H:3]([OH:6])[CH2:2]1.C(N(CC)CC)C.[C:14]1([CH3:24])[CH:19]=[CH:18][C:17]([S:20](Cl)(=[O:22])=[O:21])=[CH:16][CH:15]=1, predict the reaction product. The product is: [O:1]1[CH2:5][CH2:4][C@@H:3]([O:6][S:20]([C:17]2[CH:18]=[CH:19][C:14]([CH3:24])=[CH:15][CH:16]=2)(=[O:22])=[O:21])[CH2:2]1. (3) Given the reactants [C:1]1([S:11]([CH2:14][C:15]2[CH:16]=[C:17]([CH:22]=[CH:23][C:24]=2[N+:25]([O-:27])=[O:26])[O:18][CH2:19][CH2:20][OH:21])(=[O:13])=[O:12])[C:10]2[C:5](=[CH:6][CH:7]=[CH:8][CH:9]=2)[CH:4]=[CH:3][CH:2]=1.[C:28]1([CH3:38])[CH:33]=[CH:32][C:31]([S:34](Cl)(=[O:36])=[O:35])=[CH:30][CH:29]=1.C(N(CC)CC)C, predict the reaction product. The product is: [C:1]1([S:11]([CH2:14][C:15]2[CH:16]=[C:17]([CH:22]=[CH:23][C:24]=2[N+:25]([O-:27])=[O:26])[O:18][CH2:19][CH2:20][O:21][S:34]([C:31]2[CH:32]=[CH:33][C:28]([CH3:38])=[CH:29][CH:30]=2)(=[O:36])=[O:35])(=[O:12])=[O:13])[C:10]2[C:5](=[CH:6][CH:7]=[CH:8][CH:9]=2)[CH:4]=[CH:3][CH:2]=1. (4) Given the reactants [Cl:1][C:2]1[CH:3]=[C:4]([C:12]2[O:16][N:15]=[C:14]([C:17]3[C:18]([CH3:31])=[C:19]4[C:24](=[CH:25][CH:26]=3)[CH2:23][N:22]([CH2:27][C:28]([OH:30])=O)[CH2:21][CH2:20]4)[N:13]=2)[CH:5]=[CH:6][C:7]=1[O:8][CH:9]([CH3:11])[CH3:10].CCN(C(C)C)C(C)C.CN(C(ON1N=NC2C=CC=NC1=2)=[N+](C)C)C.F[P-](F)(F)(F)(F)F.[NH2:65][CH:66]([CH2:69][OH:70])[CH2:67][OH:68], predict the reaction product. The product is: [ClH:1].[Cl:1][C:2]1[CH:3]=[C:4]([C:12]2[O:16][N:15]=[C:14]([C:17]3[C:18]([CH3:31])=[C:19]4[C:24](=[CH:25][CH:26]=3)[CH2:23][N:22]([CH2:27][C:28]([NH:65][CH:66]([CH2:69][OH:70])[CH2:67][OH:68])=[O:30])[CH2:21][CH2:20]4)[N:13]=2)[CH:5]=[CH:6][C:7]=1[O:8][CH:9]([CH3:10])[CH3:11]. (5) Given the reactants [Br:1][C:2]1[CH:7]=[CH:6][C:5]([C:8]2[N:13]=[C:12]3[O:14][C:15]([C:19](=[O:24])[C:20]([CH3:23])([CH3:22])[CH3:21])=[C:16]([CH:17]=O)[C:11]3=[CH:10][C:9]=2[C:25]2[CH:30]=[CH:29][C:28]([Cl:31])=[CH:27][CH:26]=2)=[C:4]([Cl:32])[CH:3]=1.Cl.[NH2:34][OH:35].C([O-])(=O)C.[K+], predict the reaction product. The product is: [Br:1][C:2]1[CH:7]=[CH:6][C:5]([C:8]2[N:13]=[C:12]3[O:14][C:15]([C:19](=[O:24])[C:20]([CH3:21])([CH3:23])[CH3:22])=[C:16]([CH:17]=[N:34][OH:35])[C:11]3=[CH:10][C:9]=2[C:25]2[CH:30]=[CH:29][C:28]([Cl:31])=[CH:27][CH:26]=2)=[C:4]([Cl:32])[CH:3]=1. (6) Given the reactants [Br:1][C:2]1[CH:11]=[C:10]2[C:5]([CH:6]=[CH:7][C:8]([O:12][CH:13]([CH2:18][CH3:19])[C:14]([O:16]C)=[O:15])=[CH:9]2)=[CH:4][CH:3]=1.[OH-].[Na+].Cl, predict the reaction product. The product is: [Br:1][C:2]1[CH:11]=[C:10]2[C:5]([CH:6]=[CH:7][C:8]([O:12][CH:13]([CH2:18][CH3:19])[C:14]([OH:16])=[O:15])=[CH:9]2)=[CH:4][CH:3]=1.